This data is from Peptide-MHC class I binding affinity with 185,985 pairs from IEDB/IMGT. The task is: Regression. Given a peptide amino acid sequence and an MHC pseudo amino acid sequence, predict their binding affinity value. This is MHC class I binding data. (1) The peptide sequence is KGFWYAHI. The MHC is H-2-Kb with pseudo-sequence H-2-Kb. The binding affinity (normalized) is 0.886. (2) The peptide sequence is RPQHVKKSA. The MHC is HLA-B51:01 with pseudo-sequence HLA-B51:01. The binding affinity (normalized) is 0.0847. (3) The peptide sequence is TVRPGNKGY. The MHC is HLA-B07:02 with pseudo-sequence HLA-B07:02. The binding affinity (normalized) is 0.0847.